From a dataset of HIV replication inhibition screening data with 41,000+ compounds from the AIDS Antiviral Screen. Binary Classification. Given a drug SMILES string, predict its activity (active/inactive) in a high-throughput screening assay against a specified biological target. (1) The drug is O=C(O)c1ccc(CI)cc1. The result is 0 (inactive). (2) The compound is CCCCNC(=S)SSSSC(=S)NCCCC. The result is 0 (inactive). (3) The compound is Nc1c(C(=O)O)c2ccc([N+](=O)[O-])cc2c(=O)n1-c1nc2ccccc2s1. The result is 0 (inactive). (4) The drug is CN(CCC(N)CC(=O)NC1C=CC(n2ccc(=N)[nH]c2=O)OC1C(=O)O)C(=N)N.Cl. The result is 0 (inactive). (5) The drug is N#Cc1c(N)nc(S)c(C#N)c1-c1ccccc1. The result is 0 (inactive). (6) The compound is COc1cc(N)c2c(c1)SCCC(=O)N2. The result is 0 (inactive). (7) The compound is [O-][Cl+3]([O-])([O-])O.c1ccc2c(c1)c[s+]c1c3ccccc3[nH]c21. The result is 0 (inactive). (8) The molecule is CCOC(=O)CC=CSC1C(NC(=O)COc2ccccc2)C(=O)N1C(C(=O)OCc1ccc([N+](=O)[O-])cc1)=C(C)C. The result is 0 (inactive). (9) The drug is CCSSC12CCCN1C(=O)C1CCCN1C2=O. The result is 0 (inactive).